The task is: Predict which catalyst facilitates the given reaction.. This data is from Catalyst prediction with 721,799 reactions and 888 catalyst types from USPTO. (1) Reactant: [CH3:1][S:2](Cl)(=[O:4])=[O:3].[F:6][CH:7]([F:37])[C:8]1[N:12]([C:13]2[N:18]=[C:17]([N:19]3[CH2:24][CH2:23][NH:22][CH2:21][CH2:20]3)[N:16]=[C:15]([CH:25]3[CH2:30][CH2:29][O:28][CH2:27][CH2:26]3)[N:14]=2)[C:11]2[CH:31]=[CH:32][CH:33]=[C:34]([O:35][CH3:36])[C:10]=2[N:9]=1.C([O-])([O-])=O.[K+].[K+].O. Product: [F:37][CH:7]([F:6])[C:8]1[N:12]([C:13]2[N:18]=[C:17]([N:19]3[CH2:20][CH2:21][N:22]([S:2]([CH3:1])(=[O:4])=[O:3])[CH2:23][CH2:24]3)[N:16]=[C:15]([CH:25]3[CH2:26][CH2:27][O:28][CH2:29][CH2:30]3)[N:14]=2)[C:11]2[CH:31]=[CH:32][CH:33]=[C:34]([O:35][CH3:36])[C:10]=2[N:9]=1. The catalyst class is: 2. (2) Reactant: [Br:1][C:2]1[CH:3]=[C:4]([CH:7]=[CH:8][CH:9]=1)[CH2:5]Br.[C:10]([N:17]1[CH2:22][CH2:21][NH:20][CH2:19][CH2:18]1)([O:12][C:13]([CH3:16])([CH3:15])[CH3:14])=[O:11].C(N(CC)CC)C.C(=O)(O)[O-].[Na+]. Product: [Br:1][C:2]1[CH:3]=[C:4]([CH2:5][N:20]2[CH2:19][CH2:18][N:17]([C:10]([O:12][C:13]([CH3:16])([CH3:15])[CH3:14])=[O:11])[CH2:22][CH2:21]2)[CH:7]=[CH:8][CH:9]=1. The catalyst class is: 10. (3) Reactant: [CH2:1]([O:3][C:4]([C:6]1[C:7]([CH3:23])=[C:8]([C:16]([O:18][C:19]([CH3:22])([CH3:21])[CH3:20])=[O:17])[NH:9][C:10]=1[CH:11]([CH:13]1[CH2:15][CH2:14]1)O)=[O:5])[CH3:2].[BrH:24]. Product: [C:19]([O:18][C:16]([C:8]1[NH:9][C:10]([CH:11]=[CH:13][CH2:14][CH2:15][Br:24])=[C:6]([C:4]([OH:3])=[O:5])[C:7]=1[CH3:23])=[O:17])([CH3:22])([CH3:21])[CH3:20].[CH2:1]([O:3][C:4]([C:6]1[C:7]([CH3:23])=[C:8]([C:16]([O:18][C:19]([CH3:22])([CH3:21])[CH3:20])=[O:17])[NH:9][C:10]=1[CH:11]=[CH:13][CH2:14][CH2:15][Br:24])=[O:5])[CH3:2]. The catalyst class is: 8. (4) Reactant: [F:1][C:2]([F:19])([F:18])[S:3]([O:6][C:7]1[CH:12]=[CH:11][C:10]([CH2:13][OH:14])=[C:9]([CH:15]([CH3:17])[CH3:16])[CH:8]=1)(=[O:5])=[O:4].[C:20](Cl)(=[O:22])[CH3:21].N1C=CC=CC=1. Product: [C:20]([O:14][CH2:13][C:10]1[CH:11]=[CH:12][C:7]([O:6][S:3]([C:2]([F:18])([F:1])[F:19])(=[O:4])=[O:5])=[CH:8][C:9]=1[CH:15]([CH3:17])[CH3:16])(=[O:22])[CH3:21]. The catalyst class is: 2. (5) The catalyst class is: 1. Product: [C:1]([C:3]1[CH:4]=[C:5]([C:13]2[S:14][C:15]([C:18]3[CH:26]=[CH:25][CH:24]=[C:23]4[C:19]=3[CH2:20][CH2:21][C@@H:22]4[NH:27][S:28]([CH2:31][CH2:32][OH:33])(=[O:29])=[O:30])=[CH:16][N:17]=2)[CH:6]=[CH:7][C:8]=1[O:9][CH:10]([CH3:12])[CH3:11])#[N:2]. Reactant: [C:1]([C:3]1[CH:4]=[C:5]([C:13]2[S:14][C:15]([C:18]3[CH:26]=[CH:25][CH:24]=[C:23]4[C:19]=3[CH2:20][CH2:21][C@@H:22]4[NH:27][S:28]([CH2:31][C:32](OC)=[O:33])(=[O:30])=[O:29])=[CH:16][N:17]=2)[CH:6]=[CH:7][C:8]=1[O:9][CH:10]([CH3:12])[CH3:11])#[N:2].[BH4-].[Na+].CO. (6) Reactant: [CH3:1][C:2]([NH:15][CH2:16][C@@H:17]([OH:30])[CH2:18][O:19][CH:20]([C:22]1[CH:27]=[CH:26][CH:25]=[CH:24][C:23]=1[O:28][CH3:29])[CH3:21])([CH3:14])[CH2:3][C:4]1[CH:13]=[CH:12][C:11]2[C:6](=[CH:7][CH:8]=[CH:9][CH:10]=2)[CH:5]=1.C(OCC)(=O)C.[ClH:37]. Product: [ClH:37].[CH3:1][C:2]([NH:15][CH2:16][C@@H:17]([OH:30])[CH2:18][O:19][CH:20]([C:22]1[CH:27]=[CH:26][CH:25]=[CH:24][C:23]=1[O:28][CH3:29])[CH3:21])([CH3:14])[CH2:3][C:4]1[CH:13]=[CH:12][C:11]2[C:6](=[CH:7][CH:8]=[CH:9][CH:10]=2)[CH:5]=1. The catalyst class is: 27.